Dataset: Full USPTO retrosynthesis dataset with 1.9M reactions from patents (1976-2016). Task: Predict the reactants needed to synthesize the given product. (1) Given the product [OH:11][CH2:10][C@H:9]([NH:12][C:13](=[O:22])[O:14][CH2:15][C:16]1[CH:21]=[CH:20][CH:19]=[CH:18][CH:17]=1)[CH2:8][N:7]1[CH2:2][CH2:3][CH2:4][C:5]1=[O:6], predict the reactants needed to synthesize it. The reactants are: Cl[CH2:2][CH2:3][CH2:4][C:5]([NH:7][CH2:8][C@@H:9]([NH:12][C:13](=[O:22])[O:14][CH2:15][C:16]1[CH:21]=[CH:20][CH:19]=[CH:18][CH:17]=1)[CH2:10][OH:11])=[O:6].[H-].[Na+]. (2) Given the product [CH:22]([C:19]1[CH:18]=[CH:17][C:16]([C:14]2[C:13]3[C:8](=[CH:9][CH:10]=[C:11]([O:25][CH2:26][C:27]#[CH:28])[CH:12]=3)[N:7]=[C:6]([C:4]([OH:5])=[O:3])[N:15]=2)=[CH:21][CH:20]=1)([CH3:24])[CH3:23], predict the reactants needed to synthesize it. The reactants are: C([O:3][C:4]([C:6]1[N:15]=[C:14]([C:16]2[CH:21]=[CH:20][C:19]([CH:22]([CH3:24])[CH3:23])=[CH:18][CH:17]=2)[C:13]2[C:8](=[CH:9][CH:10]=[C:11]([O:25][CH2:26][C:27]#[CH:28])[CH:12]=2)[N:7]=1)=[O:5])C.[OH-].[Na+].Cl. (3) Given the product [NH:15]1[C:19]2[CH:20]=[CH:21][CH:22]=[CH:23][C:18]=2[N:17]=[C:16]1[S:24][CH2:2][C:3]([N:5]1[C:14]2[C:9](=[CH:10][CH:11]=[CH:12][CH:13]=2)[CH2:8][CH2:7][CH2:6]1)=[O:4], predict the reactants needed to synthesize it. The reactants are: Cl[CH2:2][C:3]([N:5]1[C:14]2[C:9](=[CH:10][CH:11]=[CH:12][CH:13]=2)[CH2:8][CH2:7][CH2:6]1)=[O:4].[NH:15]1[C:19]2[CH:20]=[CH:21][CH:22]=[CH:23][C:18]=2[N:17]=[C:16]1[SH:24]. (4) Given the product [C:32]([O:31][C:30]([NH:29][C@H:25]1[CH2:26][CH2:27][CH2:28][N:23]([C:22]2[CH:21]=[CH:20][N:19]=[CH:18][C:17]=2[NH:16][C:14]([C:10]2[C:9]([NH:37][C:38](=[O:39])[O:40][CH2:41][C:42]3[CH:43]=[CH:44][CH:45]=[CH:46][CH:47]=3)=[CH:8][C:7]3[C:12](=[CH:13][C:4]([C:1]([OH:3])([CH3:48])[CH3:2])=[CH:5][CH:6]=3)[N:11]=2)=[O:15])[CH2:24]1)=[O:36])([CH3:35])([CH3:34])[CH3:33], predict the reactants needed to synthesize it. The reactants are: [C:1]([C:4]1[CH:13]=[C:12]2[C:7]([CH:8]=[C:9]([NH:37][C:38]([O:40][CH2:41][C:42]3[CH:47]=[CH:46][CH:45]=[CH:44][CH:43]=3)=[O:39])[C:10]([C:14]([NH:16][C:17]3[CH:18]=[N:19][CH:20]=[CH:21][C:22]=3[N:23]3[CH2:28][CH2:27][CH2:26][C@H:25]([NH:29][C:30](=[O:36])[O:31][C:32]([CH3:35])([CH3:34])[CH3:33])[CH2:24]3)=[O:15])=[N:11]2)=[CH:6][CH:5]=1)(=[O:3])[CH3:2].[CH2:48]1COCC1.